This data is from Forward reaction prediction with 1.9M reactions from USPTO patents (1976-2016). The task is: Predict the product of the given reaction. (1) Given the reactants [Si:1]([O:8][C:9]1[C:17]2[C:12](=[CH:13][CH:14]=[CH:15][CH:16]=2)[N:11]([C:18]([O:20][C:21]([CH3:24])([CH3:23])[CH3:22])=[O:19])[CH:10]=1)([C:4]([CH3:7])([CH3:6])[CH3:5])([CH3:3])[CH3:2].[Li]C(C)(C)C.[C:30](OC)(=[O:35])[C:31]([O:33][CH3:34])=[O:32], predict the reaction product. The product is: [Si:1]([O:8][C:9]1[C:17]2[C:12](=[CH:13][CH:14]=[CH:15][CH:16]=2)[N:11]([C:18]([O:20][C:21]([CH3:24])([CH3:23])[CH3:22])=[O:19])[C:10]=1[C:30](=[O:35])[C:31]([O:33][CH3:34])=[O:32])([C:4]([CH3:7])([CH3:6])[CH3:5])([CH3:3])[CH3:2]. (2) Given the reactants C[O:2][C:3]([C:5]1[CH:10]=[CH:9][C:8]([O:11][CH2:12][C:13]([F:19])([F:18])[C:14]([F:17])([F:16])[F:15])=[CH:7][N:6]=1)=[O:4].[OH-].[Li+], predict the reaction product. The product is: [F:19][C:13]([F:18])([C:14]([F:15])([F:16])[F:17])[CH2:12][O:11][C:8]1[CH:9]=[CH:10][C:5]([C:3]([OH:4])=[O:2])=[N:6][CH:7]=1. (3) The product is: [Cl:17][CH2:18][CH2:19][C:20]([C:14]1[CH:15]=[CH:16][C:9]([OH:10])=[CH:11][C:12]=1[OH:13])=[O:21]. Given the reactants FC(F)(F)S(O)(=O)=O.[C:9]1([CH:16]=[CH:15][CH:14]=[C:12]([OH:13])[CH:11]=1)[OH:10].[Cl:17][CH2:18][CH2:19][C:20](O)=[O:21].C(Cl)(Cl)Cl, predict the reaction product. (4) Given the reactants Cl[CH2:2][CH2:3][S:4](Cl)(=[O:6])=[O:5].[CH:8]1([O:14][C:15]2[CH:20]=[CH:19][C:18]([C:21]3[C:22]([NH2:27])=[N:23][CH:24]=[CH:25][CH:26]=3)=[CH:17][CH:16]=2)[CH2:13][CH2:12][CH2:11][CH2:10][CH2:9]1.O, predict the reaction product. The product is: [CH:8]1([O:14][C:15]2[CH:20]=[CH:19][C:18]([C:21]3[C:22]4=[N:27][S:4](=[O:6])(=[O:5])[CH2:3][CH2:2][N:23]4[CH:24]=[CH:25][CH:26]=3)=[CH:17][CH:16]=2)[CH2:9][CH2:10][CH2:11][CH2:12][CH2:13]1. (5) Given the reactants [CH2:1]([O:3][C:4]1[C:24]([O:25][CH3:26])=[CH:23][C:7]2[C:8]3[N:13]([CH:14]([CH3:16])[CH2:15][C:6]=2[CH:5]=1)[CH:12]=[C:11]([C:17]([O:19]CC)=[O:18])[C:10](=[O:22])[CH:9]=3)[CH3:2].[OH-].[Na+].Cl, predict the reaction product. The product is: [CH2:1]([O:3][C:4]1[C:24]([O:25][CH3:26])=[CH:23][C:7]2[C:8]3[N:13]([CH:14]([CH3:16])[CH2:15][C:6]=2[CH:5]=1)[CH:12]=[C:11]([C:17]([OH:19])=[O:18])[C:10](=[O:22])[CH:9]=3)[CH3:2]. (6) The product is: [CH3:1][O:2][C:3]([C:4]1[C:5]2[N:25]=[C:11]([C:13]3[CH:18]=[CH:17][C:16]([C:19]4[CH:24]=[CH:23][CH:22]=[CH:21][CH:20]=4)=[CH:15][CH:14]=3)[NH:10][C:6]=2[CH:7]=[CH:8][CH:9]=1)=[O:26]. Given the reactants [CH3:1][O:2][C:3](=[O:26])[C:4]1[CH:9]=[CH:8][CH:7]=[C:6]([NH:10][C:11]([C:13]2[CH:18]=[CH:17][C:16]([C:19]3[CH:24]=[CH:23][CH:22]=[CH:21][CH:20]=3)=[CH:15][CH:14]=2)=O)[C:5]=1[NH2:25], predict the reaction product. (7) Given the reactants [C:1]([CH:9]1[CH2:15][CH2:14][O:13][C:12]2[CH:16]=[C:17]([N:20]3[CH2:24][C@H:23]([CH2:25][NH:26][C:27](=[O:29])[CH3:28])[O:22][C:21]3=[O:30])[CH:18]=[CH:19][C:11]=2[C:10]1=[O:31])(=O)[C:2]1[CH:7]=[CH:6]C=[CH:4][CH:3]=1.[N:32]1C=CC(C=O)=CC=1.N1CCCCC1, predict the reaction product. The product is: [O:30]=[C:21]1[N:20]([C:17]2[CH:18]=[CH:19][C:11]3[C:10](=[O:31])[C:9](=[CH:1][C:2]4[CH:3]=[CH:4][N:32]=[CH:6][CH:7]=4)[CH2:15][CH2:14][O:13][C:12]=3[CH:16]=2)[CH2:24][C@H:23]([CH2:25][NH:26][C:27](=[O:29])[CH3:28])[O:22]1. (8) Given the reactants [Br:1][C:2]1[CH:10]=[CH:9][C:5]([CH2:6][CH2:7][NH2:8])=[CH:4][CH:3]=1.CC1C=CC(S(O)(=O)=O)=CC=1.[CH:22](OCC)=[O:23], predict the reaction product. The product is: [Br:1][C:2]1[CH:10]=[CH:9][C:5]([CH2:6][CH2:7][NH:8][CH:22]=[O:23])=[CH:4][CH:3]=1.